Task: Regression. Given two drug SMILES strings and cell line genomic features, predict the synergy score measuring deviation from expected non-interaction effect.. Dataset: NCI-60 drug combinations with 297,098 pairs across 59 cell lines Drug 1: C1=C(C(=O)NC(=O)N1)N(CCCl)CCCl. Drug 2: C1=CN(C(=O)N=C1N)C2C(C(C(O2)CO)O)O.Cl. Cell line: HCC-2998. Synergy scores: CSS=25.2, Synergy_ZIP=-6.90, Synergy_Bliss=-1.94, Synergy_Loewe=-6.72, Synergy_HSA=0.623.